Dataset: Forward reaction prediction with 1.9M reactions from USPTO patents (1976-2016). Task: Predict the product of the given reaction. (1) Given the reactants [C:1]([NH:5][C:6]1[C:15]2[C:10](=[C:11]([NH2:16])[CH:12]=[CH:13][CH:14]=2)[N:9]=[CH:8][N:7]=1)([CH3:4])([CH3:3])[CH3:2].[F:17][CH:18]([F:35])[C:19]1[N:27]=[CH:26][C:25]([CH2:28][NH:29][C:30](=[O:34])[CH:31]([CH3:33])[CH3:32])=[CH:24][C:20]=1[C:21](O)=[O:22].C(Cl)(=O)C(Cl)=O.CCN(C(C)C)C(C)C, predict the reaction product. The product is: [C:1]([NH:5][C:6]1[C:15]2[C:10](=[C:11]([NH:16][C:21](=[O:22])[C:20]3[CH:24]=[C:25]([CH2:28][NH:29][C:30](=[O:34])[CH:31]([CH3:33])[CH3:32])[CH:26]=[N:27][C:19]=3[CH:18]([F:35])[F:17])[CH:12]=[CH:13][CH:14]=2)[N:9]=[CH:8][N:7]=1)([CH3:4])([CH3:2])[CH3:3]. (2) Given the reactants [N+:1]([C:4]1[CH:9]=[CH:8][CH:7]=[C:6]([N+:10]([O-:12])=[O:11])[CH:5]=1)([O-:3])=[O:2].OS(O)(=O)=O.[Br:18]N1C(=O)CCC1=O.O, predict the reaction product. The product is: [Br:18][C:8]1[CH:9]=[C:4]([N+:1]([O-:3])=[O:2])[CH:5]=[C:6]([N+:10]([O-:12])=[O:11])[CH:7]=1. (3) Given the reactants [N:1]1[C:10]2[C:5](=[CH:6][CH:7]=[CH:8][CH:9]=2)[CH:4]=[C:3]([C:11]2[C:17]3[CH:18]=[CH:19][CH:20]=[CH:21][C:16]=3[NH:15][CH2:14][CH2:13][N:12]=2)[CH:2]=1.[C:22](OC(=O)C)(=[O:24])[CH3:23].N1C=CC=CC=1.C(OCC)(=O)C, predict the reaction product. The product is: [C:22]([N:15]1[C:16]2[CH:21]=[CH:20][CH:19]=[CH:18][C:17]=2[C:11]([C:3]2[CH:2]=[N:1][C:10]3[C:5]([CH:4]=2)=[CH:6][CH:7]=[CH:8][CH:9]=3)=[N:12][CH2:13][CH2:14]1)(=[O:24])[CH3:23].